This data is from Full USPTO retrosynthesis dataset with 1.9M reactions from patents (1976-2016). The task is: Predict the reactants needed to synthesize the given product. Given the product [F:54][C:48]1[CH:49]=[CH:50][CH:51]=[C:52]([F:53])[C:47]=1[C:45]1[S:46][C:42]([NH:41][C:39](=[O:40])[O:38][C:34]([CH3:36])([CH3:37])[CH3:35])=[C:43]([C:55](=[O:56])[NH:58][C:59]2[CH:60]=[N:61][N:62]([CH3:79])[C:63]=2[N:64]2[CH2:70][CH2:69][CH2:68][CH:67]([NH:71][C:72](=[O:77])[C:73]([F:74])([F:75])[F:76])[CH:66]([F:78])[CH2:65]2)[N:44]=1, predict the reactants needed to synthesize it. The reactants are: C1CN([P+](ON2N=NC3C=CC=CC2=3)(N2CCCC2)N2CCCC2)CC1.F[P-](F)(F)(F)(F)F.[C:34]([O:38][C:39]([NH:41][C:42]1[S:46][C:45]([C:47]2[C:52]([F:53])=[CH:51][CH:50]=[CH:49][C:48]=2[F:54])=[N:44][C:43]=1[C:55](O)=[O:56])=[O:40])([CH3:37])([CH3:36])[CH3:35].[NH2:58][C:59]1[CH:60]=[N:61][N:62]([CH3:79])[C:63]=1[N:64]1[CH2:70][CH2:69][CH2:68][CH:67]([NH:71][C:72](=[O:77])[C:73]([F:76])([F:75])[F:74])[CH:66]([F:78])[CH2:65]1.CCN(C(C)C)C(C)C.